From a dataset of Full USPTO retrosynthesis dataset with 1.9M reactions from patents (1976-2016). Predict the reactants needed to synthesize the given product. (1) Given the product [CH3:31][CH:18]1[C:10]2[CH:11]=[C:12]([C:15]([OH:17])=[O:16])[C:13](=[O:14])[NH:8][C:9]=2[C:25]2[CH:24]=[CH:23][C:22]([N:26]3[CH2:30][CH2:29][CH2:28][CH2:27]3)=[CH:21][C:20]=2[O:19]1, predict the reactants needed to synthesize it. The reactants are: C([N:8]1[C:13](=[O:14])[C:12]([C:15]([OH:17])=[O:16])=[CH:11][C:10]2[CH:18]([CH3:31])[O:19][C:20]3[CH:21]=[C:22]([N:26]4[CH2:30][CH2:29][CH2:28][CH2:27]4)[CH:23]=[CH:24][C:25]=3[C:9]1=2)C1C=CC=CC=1. (2) Given the product [O:31]=[C:12]1[C:11]2([C:3]3=[CH:4][C:5]4[O:9][CH2:8][O:7][C:6]=4[CH:10]=[C:2]3[O:1][CH2:32]2)[C:19]2[C:14](=[CH:15][CH:16]=[CH:17][CH:18]=2)[N:13]1[CH2:20][C:21]1[CH:22]=[C:23]([CH:28]=[CH:29][CH:30]=1)[C:24]([O:26][CH3:27])=[O:25], predict the reactants needed to synthesize it. The reactants are: [OH:1][C:2]1[C:3]([C:11]2([CH2:32]O)[C:19]3[C:14](=[CH:15][CH:16]=[CH:17][CH:18]=3)[N:13]([CH2:20][C:21]3[CH:22]=[C:23]([CH:28]=[CH:29][CH:30]=3)[C:24]([O:26][CH3:27])=[O:25])[C:12]2=[O:31])=[CH:4][C:5]2[O:9][CH2:8][O:7][C:6]=2[CH:10]=1.C1(CCN2C3C(=CC=CC=3)C(C3C(O)=CC4OCOC=4C=3)(CO)C2=O)CC1. (3) Given the product [BrH:1].[CH3:9][C:10]1[CH:15]=[C:14]([CH3:16])[CH:13]=[CH:12][C:11]=1[S:17][C:2]1[CH:7]=[CH:6][CH:5]=[CH:4][C:3]=1[N:25]1[CH2:30][CH2:29][NH:28][CH2:27][CH2:26]1, predict the reactants needed to synthesize it. The reactants are: [Br:1][C:2]1[CH:7]=[CH:6][CH:5]=[CH:4][C:3]=1I.[CH3:9][C:10]1[CH:15]=[C:14]([CH3:16])[CH:13]=[CH:12][C:11]=1[SH:17].C([N:25]1[CH2:30][CH2:29][NH:28][CH2:27][CH2:26]1)(OC(C)(C)C)=O.